From a dataset of Forward reaction prediction with 1.9M reactions from USPTO patents (1976-2016). Predict the product of the given reaction. (1) Given the reactants Br.[Cl:2][C:3]1[C:4]([NH:24][C:25]2[CH:30]=[CH:29][CH:28]=[CH:27][C:26]=2[S:31]([N:34]2[CH2:39][CH2:38][N:37](C(OCC3C=CC=CC=3)=O)[CH2:36][CH2:35]2)(=[O:33])=[O:32])=[N:5][C:6]([NH:9][C:10]2[CH:15]=[CH:14][C:13]([N:16]3[CH2:21][CH2:20][O:19][CH2:18][CH2:17]3)=[CH:12][C:11]=2[O:22][CH3:23])=[N:7][CH:8]=1, predict the reaction product. The product is: [Cl:2][C:3]1[C:4]([NH:24][C:25]2[CH:30]=[CH:29][CH:28]=[CH:27][C:26]=2[S:31]([N:34]2[CH2:35][CH2:36][NH:37][CH2:38][CH2:39]2)(=[O:32])=[O:33])=[N:5][C:6]([NH:9][C:10]2[CH:15]=[CH:14][C:13]([N:16]3[CH2:17][CH2:18][O:19][CH2:20][CH2:21]3)=[CH:12][C:11]=2[O:22][CH3:23])=[N:7][CH:8]=1. (2) Given the reactants [Cl:1][C:2]1[CH:3]=[CH:4][C:5]2[N:6]([CH:8]=[C:9]([NH:11][C:12](=[O:26])[C:13]3[CH:18]=[CH:17][C:16]([C:19]([CH3:25])([CH3:24])[CH2:20][CH2:21][C:22]#[N:23])=[CH:15][CH:14]=3)[N:10]=2)[CH:7]=1.[N:27]([Si](C)(C)C)=[N+:28]=[N-:29].C([Sn](=O)CCCC)CCC, predict the reaction product. The product is: [Cl:1][C:2]1[CH:3]=[CH:4][C:5]2[N:6]([CH:8]=[C:9]([NH:11][C:12](=[O:26])[C:13]3[CH:18]=[CH:17][C:16]([C:19]([CH3:24])([CH3:25])[CH2:20][CH2:21][C:22]4[NH:29][N:28]=[N:27][N:23]=4)=[CH:15][CH:14]=3)[N:10]=2)[CH:7]=1. (3) Given the reactants [CH2:1]([O:8][C:9]1[CH:10]=[C:11]([NH:15][C:16]2[N:21]=[CH:20][C:19](Br)=[CH:18][N:17]=2)[CH:12]=[CH:13][CH:14]=1)[C:2]1[CH:7]=[CH:6][CH:5]=[CH:4][CH:3]=1.[Cl:23][C:24]1[CH:25]=[C:26]([CH:28]=[CH:29][C:30]=1[Cl:31])[NH2:27].C(=O)([O-])[O-].[Cs+].[Cs+], predict the reaction product. The product is: [CH2:1]([O:8][C:9]1[CH:10]=[C:11]([NH:15][C:16]2[N:21]=[CH:20][C:19]([NH:27][C:26]3[CH:28]=[CH:29][C:30]([Cl:31])=[C:24]([Cl:23])[CH:25]=3)=[CH:18][N:17]=2)[CH:12]=[CH:13][CH:14]=1)[C:2]1[CH:7]=[CH:6][CH:5]=[CH:4][CH:3]=1. (4) Given the reactants C([O:3][C:4](=O)[CH2:5][CH:6]1[CH2:11][CH2:10][CH2:9][CH2:8][O:7]1)C.[H-].[Al+3].[Li+].[H-].[H-].[H-], predict the reaction product. The product is: [O:7]1[CH2:8][CH2:9][CH2:10][CH2:11][CH:6]1[CH2:5][CH2:4][OH:3]. (5) The product is: [CH3:13][CH2:14][CH:15]([NH:19][C:7](=[O:9])[C:6]1[CH:10]=[CH:11][C:3]([O:2][CH3:1])=[C:4]([CH3:12])[CH:5]=1)[CH2:16][CH2:17][CH3:18]. Given the reactants [CH3:1][O:2][C:3]1[CH:11]=[CH:10][C:6]([C:7]([OH:9])=O)=[CH:5][C:4]=1[CH3:12].[CH3:13][CH2:14][CH:15]([NH2:19])[CH2:16][CH2:17][CH3:18], predict the reaction product. (6) Given the reactants O.[OH-].[Li+].[N:4]1[C:13]2[C:8](=[CH:9][C:10]([C:14]3([C:17]4[N:21]5[N:22]=[C:23]([C:26]6[CH:35]=[CH:34][C:29]([C:30]([O:32]C)=[O:31])=[CH:28][CH:27]=6)[CH:24]=[N:25][C:20]5=[N:19][CH:18]=4)[CH2:16][CH2:15]3)=[CH:11][CH:12]=2)[CH:7]=[CH:6][CH:5]=1.O.Cl, predict the reaction product. The product is: [N:4]1[C:13]2[C:8](=[CH:9][C:10]([C:14]3([C:17]4[N:21]5[N:22]=[C:23]([C:26]6[CH:35]=[CH:34][C:29]([C:30]([OH:32])=[O:31])=[CH:28][CH:27]=6)[CH:24]=[N:25][C:20]5=[N:19][CH:18]=4)[CH2:15][CH2:16]3)=[CH:11][CH:12]=2)[CH:7]=[CH:6][CH:5]=1. (7) Given the reactants Cl[C:2]1[N:7]=[C:6]([NH:8][C:9]2[CH:13]=[C:12]([CH3:14])[NH:11][N:10]=2)[N:5]2[CH:15]=[C:16]([C:18]([F:21])([F:20])[F:19])[N:17]=[C:4]2[CH:3]=1.[CH:22]([NH:25][C:26]([C:28]1[CH:29]=[C:30](B(O)O)[CH:31]=[CH:32][CH:33]=1)=[O:27])([CH3:24])[CH3:23], predict the reaction product. The product is: [CH:22]([NH:25][C:26](=[O:27])[C:28]1[CH:29]=[CH:30][CH:31]=[C:32]([C:2]2[N:7]=[C:6]([NH:8][C:9]3[CH:13]=[C:12]([CH3:14])[NH:11][N:10]=3)[N:5]3[CH:15]=[C:16]([C:18]([F:21])([F:20])[F:19])[N:17]=[C:4]3[CH:3]=2)[CH:33]=1)([CH3:24])[CH3:23].